Dataset: Full USPTO retrosynthesis dataset with 1.9M reactions from patents (1976-2016). Task: Predict the reactants needed to synthesize the given product. (1) Given the product [C:8]([C:2]1[CH:7]=[CH:6][CH:5]=[CH:4][CH:3]=1)(=[O:11])[CH3:10], predict the reactants needed to synthesize it. The reactants are: N.[C:2]1([CH:8]([CH3:10])C)[CH:7]=[CH:6][CH:5]=[CH:4][CH:3]=1.[OH2:11]. (2) Given the product [Cl:19][C:20]1[S:24][C:23]([S:25]([NH:18][C:5]2[CH:4]=[CH:3][C:2]([F:1])=[C:7]([F:8])[C:6]=2[NH:9][C:10]2[CH:15]=[CH:14][C:13]([I:16])=[CH:12][C:11]=2[F:17])(=[O:27])=[O:26])=[CH:22][CH:21]=1, predict the reactants needed to synthesize it. The reactants are: [F:1][C:2]1[C:7]([F:8])=[C:6]([NH:9][C:10]2[CH:15]=[CH:14][C:13]([I:16])=[CH:12][C:11]=2[F:17])[C:5]([NH2:18])=[CH:4][CH:3]=1.[Cl:19][C:20]1[S:24][C:23]([S:25](Cl)(=[O:27])=[O:26])=[CH:22][CH:21]=1. (3) Given the product [Cl:1][C:2]1[CH:3]=[C:4]([C:8]2[C:13]([C:14]([NH:16][CH2:17][CH2:18][CH2:19][C:20]3[CH:25]=[CH:24][CH:23]=[CH:22][CH:21]=3)=[O:15])=[C:12]([CH3:26])[N:11]=[C:10]([O:37][CH3:36])[N:9]=2)[CH:5]=[CH:6][CH:7]=1, predict the reactants needed to synthesize it. The reactants are: [Cl:1][C:2]1[CH:3]=[C:4]([C:8]2[C:13]([C:14]([NH:16][CH2:17][CH2:18][CH2:19][C:20]3[CH:25]=[CH:24][CH:23]=[CH:22][CH:21]=3)=[O:15])=[C:12]([CH3:26])[N:11]=[C:10](SC)[N:9]=2)[CH:5]=[CH:6][CH:7]=1.ClC1C=CC=C([C:36](OO)=[O:37])C=1.S(=O)(O)[O-].[Na+].C[O-].[Na+]. (4) Given the product [ClH:10].[NH2:11][CH2:12][C:13](=[O:19])[CH2:14][CH2:15][C:16]([O:6][CH2:5][C:4]1[CH:7]=[CH:8][CH:9]=[C:2]([CH3:1])[CH:3]=1)=[O:17], predict the reactants needed to synthesize it. The reactants are: [CH3:1][C:2]1[CH:3]=[C:4]([CH:7]=[CH:8][CH:9]=1)[CH2:5][OH:6].[ClH:10].[NH2:11][CH2:12][C:13](=[O:19])[CH2:14][CH2:15][C:16](O)=[O:17]. (5) Given the product [F:18][C:13]1[CH:14]=[CH:15][CH:16]=[CH:17][C:12]=1[N:11]1[C:7]([C:1]2[CH:6]=[CH:5][CH:4]=[CH:3][CH:2]=2)=[C:8]([C:19]2[O:21][N:34]=[C:23]([C:24]3[CH:33]=[CH:32][C:27]([C:28]([O:30][CH3:31])=[O:29])=[CH:26][CH:25]=3)[N:22]=2)[N:9]=[N:10]1, predict the reactants needed to synthesize it. The reactants are: [C:1]1([C:7]2[N:11]([C:12]3[CH:17]=[CH:16][CH:15]=[CH:14][C:13]=3[F:18])[N:10]=[N:9][C:8]=2[C:19]([OH:21])=O)[CH:6]=[CH:5][CH:4]=[CH:3][CH:2]=1.[NH2:22][C:23](=[N:34]O)[C:24]1[CH:33]=[CH:32][C:27]([C:28]([O:30][CH3:31])=[O:29])=[CH:26][CH:25]=1.